This data is from Forward reaction prediction with 1.9M reactions from USPTO patents (1976-2016). The task is: Predict the product of the given reaction. (1) The product is: [C:1]([O:5][C:6]([N:8]1[CH2:9][CH:10]2[CH:14]([CH2:13][N:12]([C:22]([CH:18]3[C:19]([CH3:21])([CH3:20])[C:17]3([CH3:25])[CH3:16])=[O:23])[CH2:11]2)[CH2:15]1)=[O:7])([CH3:4])([CH3:2])[CH3:3]. Given the reactants [C:1]([O:5][C:6]([N:8]1[CH2:15][CH:14]2[CH:10]([CH2:11][NH:12][CH2:13]2)[CH2:9]1)=[O:7])([CH3:4])([CH3:3])[CH3:2].[CH3:16][C:17]1([CH3:25])[C:19]([CH3:21])([CH3:20])[CH:18]1[C:22](O)=[O:23].C(N(CC)CC)C.F[P-](F)(F)(F)(F)F.N1(OC(N(C)C)=[N+](C)C)C2C=CC=CC=2N=N1, predict the reaction product. (2) Given the reactants Cl.[Cl:2][C:3]1[CH:19]=[CH:18][C:6]([CH2:7][N:8]([C:10]2[CH:15]=[CH:14][C:13]([O:16][CH3:17])=[CH:12][CH:11]=2)N)=[CH:5][CH:4]=1.[C:20]([S:24][CH2:25][CH2:26][C:27](=O)[C:28]([CH3:35])([CH3:34])[C:29]([O:31][CH2:32][CH3:33])=[O:30])([CH3:23])([CH3:22])[CH3:21].C([O-])(=O)C.[Na+].C(O)(=O)C, predict the reaction product. The product is: [CH2:32]([O:31][C:29](=[O:30])[C:28]([CH3:35])([CH3:34])[CH2:27][C:26]1[N:8]([CH2:7][C:6]2[CH:18]=[CH:19][C:3]([Cl:2])=[CH:4][CH:5]=2)[C:10]2[C:15]([C:25]=1[S:24][C:20]([CH3:23])([CH3:22])[CH3:21])=[CH:14][C:13]([O:16][CH3:17])=[CH:12][CH:11]=2)[CH3:33]. (3) Given the reactants [CH3:1][C:2]([C:11]([F:14])([F:13])[F:12])([CH:9]=[CH2:10])[CH2:3][C:4](OCC)=[O:5].[H-].[H-].[H-].[H-].[Li+].[Al+3], predict the reaction product. The product is: [CH3:1][C:2]([C:11]([F:12])([F:14])[F:13])([CH:9]=[CH2:10])[CH2:3][CH2:4][OH:5]. (4) Given the reactants Cl[C:2]1[CH:7]=[CH:6][C:5]([N+:8]([O-:10])=[O:9])=[CH:4][N:3]=1.[NH:11]1[CH2:16][CH2:15][S:14][CH2:13][CH2:12]1, predict the reaction product. The product is: [N+:8]([C:5]1[CH:6]=[CH:7][C:2]([N:11]2[CH2:16][CH2:15][S:14][CH2:13][CH2:12]2)=[N:3][CH:4]=1)([O-:10])=[O:9]. (5) Given the reactants [CH2:1]([O:3][C:4]1[CH:9]=[CH:8][CH:7]=[C:6]([F:10])[C:5]=1[F:11])[CH3:2].C([Li])(CC)C.[CH2:17]([C@H:20]1[CH2:25][CH2:24][C@H:23]([C@H:26]2[CH2:31][CH2:30][C@H:29]([CH2:32][CH2:33][CH2:34][CH:35]=O)[CH2:28][CH2:27]2)[CH2:22][CH2:21]1)[CH2:18][CH3:19].O, predict the reaction product. The product is: [CH2:1]([O:3][C:4]1[CH:9]=[CH:8][C:7]([CH:35]=[CH:34][CH2:33][CH2:32][C@H:29]2[CH2:30][CH2:31][C@H:26]([C@H:23]3[CH2:22][CH2:21][C@H:20]([CH2:17][CH2:18][CH3:19])[CH2:25][CH2:24]3)[CH2:27][CH2:28]2)=[C:6]([F:10])[C:5]=1[F:11])[CH3:2]. (6) Given the reactants Cl[C:2]1[CH:7]=[N:6][CH:5]=[CH:4][N:3]=1.[CH2:8](O)[CH2:9][C:10]#[CH:11], predict the reaction product. The product is: [N:3]1[CH:4]=[CH:5][N:6]=[CH:7][C:2]=1[C:8]#[C:9][CH2:10][CH3:11]. (7) Given the reactants [F:1][C:2]1[CH:27]=[CH:26][CH:25]=[C:24]([F:28])[C:3]=1[C:4]([NH:6][C:7]1[CH:11]=[CH:10][N:9]([CH2:12][C:13]2[CH:18]=[CH:17][C:16]([OH:19])=[CH:15][C:14]=2[C:20]([F:23])([F:22])[F:21])[N:8]=1)=[O:5].CC(C)([O-])C.[K+].Br[CH2:36][C:37]([O:39][CH3:40])=[O:38], predict the reaction product. The product is: [F:28][C:24]1[CH:25]=[CH:26][CH:27]=[C:2]([F:1])[C:3]=1[C:4]([NH:6][C:7]1[CH:11]=[CH:10][N:9]([CH2:12][C:13]2[CH:18]=[CH:17][C:16]([O:19][CH2:36][C:37]([O:39][CH3:40])=[O:38])=[CH:15][C:14]=2[C:20]([F:23])([F:21])[F:22])[N:8]=1)=[O:5].